From a dataset of Catalyst prediction with 721,799 reactions and 888 catalyst types from USPTO. Predict which catalyst facilitates the given reaction. (1) Reactant: Br[C:2]1[N:7]=[C:6]([NH2:8])[CH:5]=[CH:4][CH:3]=1.CC1(C)C(C)(C)OC([C:17]2[CH:29]=[CH:28][C:20]3[N:21]=[C:22]([NH:24][C:25](=[O:27])[CH3:26])[S:23][C:19]=3[CH:18]=2)O1.C([O-])([O-])=O.[Na+].[Na+]. Product: [NH2:8][C:6]1[N:7]=[C:2]([C:17]2[CH:29]=[CH:28][C:20]3[N:21]=[C:22]([NH:24][C:25](=[O:27])[CH3:26])[S:23][C:19]=3[CH:18]=2)[CH:3]=[CH:4][CH:5]=1. The catalyst class is: 77. (2) Reactant: [F:1][C:2]1[CH:8]=[C:7]([N:9]2[CH2:14][CH2:13][N:12]([CH3:15])[CH2:11][CH2:10]2)[CH:6]=[C:5]([F:16])[C:3]=1[NH2:4].Cl[C:18]1[N:27]=[CH:26][C:25]2[C:20](=[C:21]([C:28]3[CH:29]=[C:30]([NH:34][C:35](=[O:38])[CH:36]=[CH2:37])[CH:31]=[CH:32][CH:33]=3)[CH:22]=[CH:23][CH:24]=2)[N:19]=1.C(O)(C(F)(F)F)=O. Product: [F:16][C:5]1[CH:6]=[C:7]([N:9]2[CH2:14][CH2:13][N:12]([CH3:15])[CH2:11][CH2:10]2)[CH:8]=[C:2]([F:1])[C:3]=1[NH:4][C:18]1[N:27]=[CH:26][C:25]2[C:20](=[C:21]([C:28]3[CH:29]=[C:30]([NH:34][C:35](=[O:38])[CH:36]=[CH2:37])[CH:31]=[CH:32][CH:33]=3)[CH:22]=[CH:23][CH:24]=2)[N:19]=1. The catalyst class is: 114. (3) Reactant: [C:1]([N:4]1[CH2:9][CH2:8][N:7]([C:10]2[CH:15]=[CH:14][C:13]([OH:16])=[CH:12][CH:11]=2)[CH2:6][CH2:5]1)(=[O:3])[CH3:2].C(=O)([O-])[O-].[K+].[K+].Br[CH:24]([C:28]([F:31])([F:30])[F:29])[CH2:25][CH2:26]C.O. Product: [C:1]([N:4]1[CH2:5][CH2:6][N:7]([C:10]2[CH:15]=[CH:14][C:13]([O:16][CH2:26][CH2:25][CH2:24][C:28]([F:31])([F:30])[F:29])=[CH:12][CH:11]=2)[CH2:8][CH2:9]1)(=[O:3])[CH3:2]. The catalyst class is: 9. (4) Reactant: C[Si](C)(C)CCOC[N:7]1[C:11]2[N:12]=[CH:13][N:14]=[C:15]([N:16]3[CH:24]4[CH:19]([N:20]([C:25]([O:27][CH2:28][C:29]5[CH:34]=[CH:33][CH:32]=[CH:31][CH:30]=5)=[O:26])[CH2:21][CH2:22][CH2:23]4)[CH2:18][CH2:17]3)[C:10]=2[CH:9]=[CH:8]1.C(O)(C(F)(F)F)=O. Product: [N:12]1[C:11]2[NH:7][CH:8]=[CH:9][C:10]=2[C:15]([N:16]2[CH:24]3[CH:19]([N:20]([C:25]([O:27][CH2:28][C:29]4[CH:30]=[CH:31][CH:32]=[CH:33][CH:34]=4)=[O:26])[CH2:21][CH2:22][CH2:23]3)[CH2:18][CH2:17]2)=[N:14][CH:13]=1. The catalyst class is: 2. (5) Reactant: [N+:1]([C:4]1[C:5]([CH:14]=[O:15])=[CH:6][CH:7]=[C:8]2[C:13]=1[N:12]=[CH:11][CH:10]=[CH:9]2)([O-:3])=[O:2].Br[Mg][C:18]1[CH:23]=[CH:22][CH:21]=[CH:20][CH:19]=1. Product: [N+:1]([C:4]1[C:5]([CH:14]([C:18]2[CH:23]=[CH:22][CH:21]=[CH:20][CH:19]=2)[OH:15])=[CH:6][CH:7]=[C:8]2[C:13]=1[N:12]=[CH:11][CH:10]=[CH:9]2)([O-:3])=[O:2]. The catalyst class is: 1. (6) Product: [CH2:6]=[CH:7][C:8]1[CH:13]=[CH:12][CH:11]=[CH:10][CH:9]=1.[CH2:1]=[CH:2][C:3](=[CH2:4])[CH3:5].[CH2:1]=[CH:2][C:3]1[CH:4]=[CH:8][CH:7]=[CH:6][CH:5]=1. The catalyst class is: 1. Reactant: [CH2:1]=[CH:2][C:3](=[CH2:5])[CH3:4].[CH2:6]=[CH:7][C:8]1[CH:13]=[CH:12][CH:11]=[CH:10][CH:9]=1.